This data is from Reaction yield outcomes from USPTO patents with 853,638 reactions. The task is: Predict the reaction yield, written as a fraction of the theoretical maximum amount of product (1.0 means a 100% yield; for example, 0.34 means a 34% yield). (1) The reactants are [CH:1]1([NH:4][C:5]([C:7]2[C:15]3[CH:14]=[C:13]([C:16]4[C:21]([CH3:22])=[CH:20][N:19]=[C:18](Cl)[N:17]=4)[S:12][C:11]=3[CH:10]=[CH:9][CH:8]=2)=[O:6])[CH2:3][CH2:2]1.C(OC([N:31]1[CH2:36][CH2:35][CH2:34][CH:33]([CH2:37][CH2:38][CH2:39][NH2:40])[CH2:32]1)=O)(C)(C)C.C(N(C(C)C)CC)(C)C.C([SiH](CC)CC)C.C(O)(C(F)(F)F)=O.[Li+].[OH-]. The catalyst is O1CCOCC1.ClCCl. The product is [CH:1]1([NH:4][C:5]([C:7]2[C:15]3[CH:14]=[C:13]([C:16]4[C:21]([CH3:22])=[CH:20][N:19]=[C:18]([NH:40][CH2:39][CH2:38][CH2:37][CH:33]5[CH2:34][CH2:35][CH2:36][NH:31][CH2:32]5)[N:17]=4)[S:12][C:11]=3[CH:10]=[CH:9][CH:8]=2)=[O:6])[CH2:3][CH2:2]1. The yield is 0.250. (2) The reactants are [CH:1]1([N:6]2[C:11]3=[N:12][C:13](S(C)=O)=[N:14][CH:15]=[C:10]3[CH2:9][NH:8][C:7]2=[O:19])[CH2:5][CH2:4][CH2:3][CH2:2]1.[NH2:20][C:21]1[CH:26]=[CH:25][C:24]([N:27]2[CH2:32][CH2:31][N:30]([CH3:33])[CH2:29][CH2:28]2)=[CH:23][CH:22]=1.FC(F)(F)C(O)=O. The catalyst is C(#N)C.C(OCC)(=O)C. The product is [CH:1]1([N:6]2[C:11]3=[N:12][C:13]([NH:20][C:21]4[CH:22]=[CH:23][C:24]([N:27]5[CH2:28][CH2:29][N:30]([CH3:33])[CH2:31][CH2:32]5)=[CH:25][CH:26]=4)=[N:14][CH:15]=[C:10]3[CH2:9][NH:8][C:7]2=[O:19])[CH2:5][CH2:4][CH2:3][CH2:2]1. The yield is 0.800.